Dataset: Full USPTO retrosynthesis dataset with 1.9M reactions from patents (1976-2016). Task: Predict the reactants needed to synthesize the given product. (1) Given the product [NH:26]1[CH:34]=[C:32]([CH3:33])[C:30](=[O:31])[NH:29][C:27]1=[O:28].[C:1]([N:20]1[CH2:25][CH2:24][NH:23][CH2:22][CH2:21]1)(=[O:28])[CH3:2], predict the reactants needed to synthesize it. The reactants are: [C:1]([N:20]1[CH2:25][CH2:24][NH:23][CH2:22][CH2:21]1)(C1C=CC=CC=1)(C1C=CC=CC=1)[C:2]1C=CC=CC=1.[N:26]1(CC(O)=O)[CH:34]=[C:32]([CH3:33])[C:30](=[O:31])[NH:29][C:27]1=[O:28]. (2) Given the product [CH3:1][N:2]1[CH2:7][CH2:6][CH2:5][C:4]([CH2:9][O:10][C:11]2[CH:12]=[C:13]([CH2:14][NH2:15])[CH:16]=[CH:17][CH:18]=2)([CH3:8])[CH2:3]1, predict the reactants needed to synthesize it. The reactants are: [CH3:1][N:2]1[CH2:7][CH2:6][CH2:5][C:4]([CH2:9][O:10][C:11]2[CH:12]=[C:13]([CH:16]=[CH:17][CH:18]=2)[C:14]#[N:15])([CH3:8])[CH2:3]1.